This data is from Reaction yield outcomes from USPTO patents with 853,638 reactions. The task is: Predict the reaction yield, written as a fraction of the theoretical maximum amount of product (1.0 means a 100% yield; for example, 0.34 means a 34% yield). (1) The reactants are [CH2:1]([O:3][C:4](=[O:25])[CH2:5][NH:6][C:7]1[CH:12]=[C:11]([C:13]2[N:17]=[C:16]([C:18]3[S:19][CH:20]=[CH:21][C:22]=3[Cl:23])[O:15][N:14]=2)[CH:10]=[CH:9][C:8]=1[Cl:24])[CH3:2].C=O.[C:28]([BH3-])#N.[Na+].[OH-].[Na+]. The catalyst is C(O)(=O)C. The product is [CH2:1]([O:3][C:4](=[O:25])[CH2:5][N:6]([C:7]1[CH:12]=[C:11]([C:13]2[N:17]=[C:16]([C:18]3[S:19][CH:20]=[CH:21][C:22]=3[Cl:23])[O:15][N:14]=2)[CH:10]=[CH:9][C:8]=1[Cl:24])[CH3:28])[CH3:2]. The yield is 0.960. (2) The reactants are I[C:2]1[CH:9]=[CH:8][CH:7]=[CH:6][C:3]=1[CH2:4][OH:5].[CH3:10][O:11][C:12]1[CH:17]=[CH:16][C:15]([SH:18])=[CH:14][CH:13]=1.C([O-])([O-])=O.[K+].[K+].C(O)CO. The catalyst is [Cu]I.CC(O)C. The product is [CH3:10][O:11][C:12]1[CH:17]=[CH:16][C:15]([S:18][C:2]2[CH:9]=[CH:8][CH:7]=[CH:6][C:3]=2[CH2:4][OH:5])=[CH:14][CH:13]=1. The yield is 0.890. (3) The reactants are [CH2:1]([C:4]1[C:13]2[O:12][CH2:11][C:10]([NH:14][NH:15][C:16]([O:18]CC)=O)=[N:9][C:8]=2[CH:7]=[CH:6][CH:5]=1)[CH:2]=[CH2:3]. The catalyst is CN(C=O)C. The product is [CH2:1]([C:4]1[C:13]2[O:12][CH2:11][C:10]3=[N:14][NH:15][C:16](=[O:18])[N:9]3[C:8]=2[CH:7]=[CH:6][CH:5]=1)[CH:2]=[CH2:3]. The yield is 0.740.